This data is from NCI-60 drug combinations with 297,098 pairs across 59 cell lines. The task is: Regression. Given two drug SMILES strings and cell line genomic features, predict the synergy score measuring deviation from expected non-interaction effect. (1) Drug 1: C1CC(=O)NC(=O)C1N2CC3=C(C2=O)C=CC=C3N. Drug 2: C1C(C(OC1N2C=NC3=C(N=C(N=C32)Cl)N)CO)O. Cell line: NCI-H522. Synergy scores: CSS=5.83, Synergy_ZIP=-2.63, Synergy_Bliss=-1.44, Synergy_Loewe=-0.705, Synergy_HSA=-0.712. (2) Synergy scores: CSS=54.3, Synergy_ZIP=0.738, Synergy_Bliss=-1.38, Synergy_Loewe=-31.8, Synergy_HSA=0.782. Drug 2: CC12CCC3C(C1CCC2OP(=O)(O)O)CCC4=C3C=CC(=C4)OC(=O)N(CCCl)CCCl.[Na+]. Drug 1: C1C(C(OC1N2C=C(C(=O)NC2=O)F)CO)O. Cell line: SR. (3) Drug 1: C1=NC2=C(N1)C(=S)N=CN2. Drug 2: C1C(C(OC1N2C=NC3=C2NC=NCC3O)CO)O. Cell line: SW-620. Synergy scores: CSS=30.9, Synergy_ZIP=-3.31, Synergy_Bliss=-0.776, Synergy_Loewe=-10.3, Synergy_HSA=-0.979. (4) Drug 1: CC(C)(C#N)C1=CC(=CC(=C1)CN2C=NC=N2)C(C)(C)C#N. Drug 2: C1CNP(=O)(OC1)N(CCCl)CCCl. Cell line: SNB-75. Synergy scores: CSS=1.02, Synergy_ZIP=-0.786, Synergy_Bliss=-3.48, Synergy_Loewe=0.729, Synergy_HSA=-3.43. (5) Drug 1: CC=C1C(=O)NC(C(=O)OC2CC(=O)NC(C(=O)NC(CSSCCC=C2)C(=O)N1)C(C)C)C(C)C. Drug 2: C#CCC(CC1=CN=C2C(=N1)C(=NC(=N2)N)N)C3=CC=C(C=C3)C(=O)NC(CCC(=O)O)C(=O)O. Cell line: OVCAR-4. Synergy scores: CSS=64.5, Synergy_ZIP=1.54, Synergy_Bliss=-0.299, Synergy_Loewe=-8.71, Synergy_HSA=0.624.